From a dataset of Forward reaction prediction with 1.9M reactions from USPTO patents (1976-2016). Predict the product of the given reaction. (1) Given the reactants [Cl:1][C:2]1[C:6]([CH3:7])=[C:5]([NH:8][C:9](=[O:23])[C:10]2[CH:15]=[C:14]([N:16]3[CH2:21][CH2:20][O:19][CH2:18][CH2:17]3)[CH:13]=[C:12]([F:22])[CH:11]=2)[S:4][C:3]=1[C:24](O)=[O:25].CCN=C=NCCCN(C)C.C1C=NC2N(O)N=NC=2C=1.[NH:48]1[CH2:53][CH2:52][O:51][CH2:50][CH2:49]1, predict the reaction product. The product is: [Cl:1][C:2]1[C:6]([CH3:7])=[C:5]([NH:8][C:9](=[O:23])[C:10]2[CH:15]=[C:14]([N:16]3[CH2:17][CH2:18][O:19][CH2:20][CH2:21]3)[CH:13]=[C:12]([F:22])[CH:11]=2)[S:4][C:3]=1[C:24]([N:48]1[CH2:53][CH2:52][O:51][CH2:50][CH2:49]1)=[O:25]. (2) Given the reactants [H-].[Na+].[NH2:3][C:4]([NH2:6])=[S:5].[C:7](O[C:7]([O:9][C:10]([CH3:13])([CH3:12])[CH3:11])=[O:8])([O:9][C:10]([CH3:13])([CH3:12])[CH3:11])=[O:8], predict the reaction product. The product is: [C:10]([O:9][C:7]([NH:3][C:4]([NH:6][C:7]([O:9][C:10]([CH3:13])([CH3:12])[CH3:11])=[O:8])=[S:5])=[O:8])([CH3:13])([CH3:12])[CH3:11].